This data is from Forward reaction prediction with 1.9M reactions from USPTO patents (1976-2016). The task is: Predict the product of the given reaction. (1) Given the reactants [OH:1][CH2:2][CH:3]([C:9]1[CH:14]=[CH:13][C:12]([N+:15]([O-])=O)=[C:11]([O:18][CH3:19])[CH:10]=1)[CH2:4][NH:5][C:6](=[O:8])[CH3:7], predict the reaction product. The product is: [NH2:15][C:12]1[CH:13]=[CH:14][C:9]([CH:3]([CH2:2][OH:1])[CH2:4][NH:5][C:6](=[O:8])[CH3:7])=[CH:10][C:11]=1[O:18][CH3:19]. (2) Given the reactants [CH3:1][C:2]1[CH:25]=[CH:24][CH:23]=[C:22]([CH3:26])[C:3]=1[CH2:4][O:5][C:6]1[CH:15]=[C:14]2[C:9]([C:10]([OH:21])=[CH:11][C:12]([C:16]([O:18][CH2:19][CH3:20])=[O:17])=[CH:13]2)=[CH:8][CH:7]=1.Cl[CH2:28][C:29]1[CH:34]=[CH:33][CH:32]=[CH:31][C:30]=1[O:35][CH3:36].C(=O)([O-])[O-].[K+].[K+], predict the reaction product. The product is: [CH3:26][C:22]1[CH:23]=[CH:24][CH:25]=[C:2]([CH3:1])[C:3]=1[CH2:4][O:5][C:6]1[CH:15]=[C:14]2[C:9]([C:10]([O:21][CH2:28][C:29]3[CH:34]=[CH:33][CH:32]=[CH:31][C:30]=3[O:35][CH3:36])=[CH:11][C:12]([C:16]([O:18][CH2:19][CH3:20])=[O:17])=[CH:13]2)=[CH:8][CH:7]=1. (3) Given the reactants [CH2:1]([C:8]1[N:9]([CH3:26])[C:10]([C@H:13]2[CH2:17][CH2:16][C@H:15]([NH:18]C(=O)OC(C)(C)C)[CH2:14]2)=[N:11][N:12]=1)[C:2]1[CH:7]=[CH:6][CH:5]=[CH:4][CH:3]=1.FC(F)(F)C(O)=O, predict the reaction product. The product is: [CH2:1]([C:8]1[N:9]([CH3:26])[C:10]([C@H:13]2[CH2:17][CH2:16][C@H:15]([NH2:18])[CH2:14]2)=[N:11][N:12]=1)[C:2]1[CH:7]=[CH:6][CH:5]=[CH:4][CH:3]=1. (4) Given the reactants C1C(=O)N([Br:8])C(=O)C1.CC(N=NC(C#N)(C)C)(C#N)C.[CH:21]1([CH2:26][C:27]([C:29]2[CH:34]=[CH:33][C:32]([CH3:35])=[CH:31][CH:30]=2)=[O:28])[CH2:25][CH2:24][CH2:23][CH2:22]1, predict the reaction product. The product is: [Br:8][CH2:35][C:32]1[CH:33]=[CH:34][C:29]([C:27](=[O:28])[CH2:26][CH:21]2[CH2:25][CH2:24][CH2:23][CH2:22]2)=[CH:30][CH:31]=1. (5) The product is: [CH3:1][C:2]1[N:7]=[C:6]2[S:8][C:9]3[CH2:13][CH2:12][CH2:11][C:10]=3[C:5]2=[C:4]([C:14]2[CH:19]=[CH:18][C:17]([CH2:20][CH3:21])=[CH:16][CH:15]=2)[C:3]=1[CH:22]([CH2:27][CH2:28][CH3:29])[C:23]([OH:25])=[O:24]. Given the reactants [CH3:1][C:2]1[N:7]=[C:6]2[S:8][C:9]3[CH2:13][CH2:12][CH2:11][C:10]=3[C:5]2=[C:4]([C:14]2[CH:19]=[CH:18][C:17]([CH2:20][CH3:21])=[CH:16][CH:15]=2)[C:3]=1[CH:22]([CH2:27][CH2:28][CH3:29])[C:23]([O:25]C)=[O:24].[OH-].[Na+], predict the reaction product. (6) The product is: [N:3]1[N:2]([C:6]2[S:39][CH:9]=[CH:8][C:7]=2[C:12]([N:14]2[CH2:19][C@H:18]([C:20]3[O:21][C:22]([CH3:29])=[C:23]([C:25]([OH:28])([CH3:27])[CH3:26])[N:24]=3)[CH2:17][CH2:16][C@H:15]2[CH3:30])=[O:13])[N:1]=[CH:57][CH:49]=1. Given the reactants [N:1]1[N:2]([C:6]2C=C[CH:9]=[CH:8][C:7]=2[C:12]([N:14]2[CH2:19][C@H:18]([C:20]3[O:21][C:22]([CH3:29])=[C:23]([C:25]([OH:28])([CH3:27])[CH3:26])[N:24]=3)[CH2:17][CH2:16][C@H:15]2[CH3:30])=[O:13])[N:3]=NC=1.N1N(C2C(C(O)=O)=C[S:39]C=2)N=CC=1.N1N([C:49]2[CH:57]=CC=CC=2C(O)=O)N=NC=1, predict the reaction product. (7) Given the reactants Cl([O-])(=O)(=O)=O.[Mg+2].Cl([O-])(=O)(=O)=[O:8].[O:12]1[CH2:14][C@H:13]1[C:15]([O:17][CH3:18])=[O:16].[CH3:19][O:20][CH2:21][C@H:22](O)[CH3:23], predict the reaction product. The product is: [OH:8][C@@H:13]([CH2:14][O:12][C@H:22]([CH3:23])[CH2:21][O:20][CH3:19])[C:15]([O:17][CH3:18])=[O:16]. (8) Given the reactants [CH3:1][N:2]1[C:10]2[C:5](=[CH:6][CH:7]=[CH:8][CH:9]=2)[C:4]([C:11](Cl)=[O:12])=[CH:3]1.Cl.[CH2:15]([NH:22][CH2:23][C:24]1[CH:29]=[CH:28][C:27]([C:30]2[CH:35]=[CH:34][C:33]([O:36][CH3:37])=[C:32]([Br:38])[CH:31]=2)=[CH:26][CH:25]=1)[C:16]1[CH:21]=[CH:20][CH:19]=[CH:18][CH:17]=1.C(N(CC)CC)C, predict the reaction product. The product is: [CH2:15]([N:22]([CH2:23][C:24]1[CH:29]=[CH:28][C:27]([C:30]2[CH:35]=[CH:34][C:33]([O:36][CH3:37])=[C:32]([Br:38])[CH:31]=2)=[CH:26][CH:25]=1)[C:11]([C:4]1[C:5]2[C:10](=[CH:9][CH:8]=[CH:7][CH:6]=2)[N:2]([CH3:1])[CH:3]=1)=[O:12])[C:16]1[CH:17]=[CH:18][CH:19]=[CH:20][CH:21]=1. (9) The product is: [CH3:14][N:15]1[CH2:20][CH2:19][N:18]([C:2]2[CH:9]=[CH:8][C:5]([C:6]#[N:7])=[CH:4][C:3]=2[C:10]([F:13])([F:12])[F:11])[CH2:17][CH2:16]1. Given the reactants Br[C:2]1[CH:9]=[CH:8][C:5]([C:6]#[N:7])=[CH:4][C:3]=1[C:10]([F:13])([F:12])[F:11].[CH3:14][N:15]1[CH2:20][CH2:19][NH:18][CH2:17][CH2:16]1, predict the reaction product. (10) Given the reactants Cl[C:2]1[CH:7]=[CH:6][N:5]=[C:4]([C:8]2[C:12]3[C:13]([NH:17][CH:18]4[CH2:23][CH2:22][O:21][CH2:20][CH2:19]4)=[N:14][CH:15]=[CH:16][C:11]=3[N:10](CC3C=CC(OC)=CC=3)[N:9]=2)[CH:3]=1.C[O:34][C:35]1C=CC(CN2C3C=CN=C(NC4CCOCC4)C=3C([Sn](C)(C)C)=N2)=C[CH:36]=1.BrC1C=C(Cl)C=CN=1.[Li+].[Cl-], predict the reaction product. The product is: [CH2:35]([O:34][C:2]1[CH:7]=[CH:6][N:5]=[C:4]([C:8]2[C:12]3[C:13]([NH:17][CH:18]4[CH2:19][CH2:20][O:21][CH2:22][CH2:23]4)=[N:14][CH:15]=[CH:16][C:11]=3[NH:10][N:9]=2)[CH:3]=1)[CH3:36].